Task: Predict the reactants needed to synthesize the given product.. Dataset: Full USPTO retrosynthesis dataset with 1.9M reactions from patents (1976-2016) Given the product [C:10]([O:9][C:8]([N:7]([CH3:15])[CH2:6][C@@H:5]([C:16]1[CH:25]=[CH:24][C:23]2[C:18](=[CH:19][CH:20]=[CH:21][CH:22]=2)[CH:17]=1)[C@H:4]([C:26]1[CH:31]=[CH:30][CH:29]=[CH:28][CH:27]=1)[O:3][CH2:38][C:37]([O:36][C:32]([CH3:35])([CH3:34])[CH3:33])=[O:40])=[O:14])([CH3:13])([CH3:12])[CH3:11], predict the reactants needed to synthesize it. The reactants are: [H-].[Na+].[OH:3][C@@H:4]([C:26]1[CH:31]=[CH:30][CH:29]=[CH:28][CH:27]=1)[C@H:5]([C:16]1[CH:25]=[CH:24][C:23]2[C:18](=[CH:19][CH:20]=[CH:21][CH:22]=2)[CH:17]=1)[CH2:6][N:7]([CH3:15])[C:8](=[O:14])[O:9][C:10]([CH3:13])([CH3:12])[CH3:11].[C:32]([O:36][C:37](=[O:40])[CH2:38]Br)([CH3:35])([CH3:34])[CH3:33].